From a dataset of Experimentally validated miRNA-target interactions with 360,000+ pairs, plus equal number of negative samples. Binary Classification. Given a miRNA mature sequence and a target amino acid sequence, predict their likelihood of interaction. (1) The protein sequence of the target gene is MANRGPSYGLSREVQEKIEQKYDADLENKLVDWIILQCAEDIEHPPPGRAHFQKWLMDGTVLCKLINSLYPPGQEPIPKISESKMAFKQMEQISQFLKAAETYGVRTTDIFQTVDLWEGKDMAAVQRTLMALGSVAVTKDDGCYRGEPSWFHRKAQQNRRGFSEEQLRQGQNVIGLQMGSNKGASQAGMTGYGMPRQIM. Result: 0 (no interaction). The miRNA is hsa-miR-335-5p with sequence UCAAGAGCAAUAACGAAAAAUGU. (2) The miRNA is mmu-miR-10b-5p with sequence UACCCUGUAGAACCGAAUUUGUG. The protein sequence of the target gene is MLLLLLLLLLWGIKGVEGQNPQEVFTLNVERKVVVQEGLCVLVPCNFSYLKKRLTDWTDSDPVHGFWYREGTDRRKDSIVATNNPIRKAVKETRNRFFLLGDPWRNDCSLNIREIRKKDAGLYFFRLERGKTKYNYMWDKMTLVVTALTNTPQILLPETLEAGHPSNLTCSVPWDCGWTAPPIFSWTGTSVSFLSTNTTGSSVLTITPQPQDHGTNLTCQVTLPGTNVSTRMTIRLNVSYAPKNLTVTIYQGADSVSTILKNGSSLPISEGQSLRLICSTDSYPPANLSWSWDNLTLCPS.... Result: 1 (interaction). (3) The miRNA is hsa-miR-1255a with sequence AGGAUGAGCAAAGAAAGUAGAUU. The protein sequence of the target gene is MVAATVAAAWLLLWAAACAQQEQDFYDFKAVNIRGKLVSLEKYRGSVSLVVNVASECGFTDQHYRALQQLQRDLGPHHFNVLAFPCNQFGQQEPDSNKEIESFARRTYSVSFPMFSKIAVTGTGAHPAFKYLAQTSGKEPTWNFWKYLVAPDGKVVGAWDPTVSVEEVRPQITALVRKLILLKREDL. Result: 1 (interaction). (4) The miRNA is hsa-miR-1255a with sequence AGGAUGAGCAAAGAAAGUAGAUU. The protein sequence of the target gene is MAAEADGPLKRLLVPILLPEKCYDQLFVQWDLLHVPCLKILLSKGLGLGIVAGSLLVKLPQVFKILGAKSAEGLSLQSVMLELVALTGTMVYSITNNFPFSSWGEALFLMLQTITICFLVMHYRGQTVKGVAFLACYGLVLLVLLSPLTPLTVVTLLQASNVPAVVVGRLLQAATNYHNGHTGQLSAITVFLLFGGSLARIFTSIQETGDPLMAGTFVVSSLCNGLIAAQLLFYWNAKPPHKQKKAQ. Result: 1 (interaction). (5) The miRNA is hsa-miR-5701 with sequence UUAUUGUCACGUUCUGAUU. The protein sequence of the target gene is MDAVAVYHGKISRETGEKLLLATGLDGSYLLRDSESVPGVYCLCVLYHGYIYTYRVSQTETGSWSAETAPGVHKRYFRKIKNLISAFQKPDQGIVIPLQYPVEKKSSARSTQGTTGIREDPDVCLKAP. Result: 1 (interaction). (6) The miRNA is hsa-miR-6740-5p with sequence AGUUUGGGAUGGAGAGAGGAGA. The protein sequence of the target gene is MDYSYDEDLDELCPVCGDKVSGYHYGLLTCESCKGFFKRTVQNNKHYTCTESQSCKIDKTQRKRCPFCRFQKCLTVGMRLEAVRADRMRGGRNKFGPMYKRDRALKQQKKAQIRANGFKLETGPPMGVPPPPPPPPDYMLPPSLHAPEPKALVSGPPSGPLGDFGAPSLPMAVPGPHGPLAGYLYPAFSNRTIKSEYPEPYASPPQQPGPPYSYPEPFSGGPNVPELILQLLQLEPEEDQVRARIVGCLQEPAKSRSDQPAPFSLLCRMADQTFISIVDWARRCMVFKELEVADQMTLLQ.... Result: 0 (no interaction). (7) The miRNA is hsa-miR-548f-5p with sequence UGCAAAAGUAAUCACAGUUUUU. The protein sequence of the target gene is MHRNFRKWIFYVFLCFGVLYVKLGALSSVVALGANIICNKIPGLAPRQRAICQSRPDAIIVIGEGAQMGINECQYQFRFGRWNCSALGEKTVFGQELRVGSREAAFTYAITAAGVAHAVTAACSQGNLSNCGCDREKQGYYNQAEGWKWGGCSADVRYGIDFSRRFVDAREIKKNARRLMNLHNNEAGRKVLEDRMQLECKCHGVSGSCTTKTCWTTLPKFREVGHLLKEKYNAAVQVEVVRASRLRQPTFLRIKQLRSYQKPMETDLVYIEKSPNYCEEDAATGSVGTQGRLCNRTSPG.... Result: 1 (interaction). (8) The miRNA is hsa-miR-199a-3p with sequence ACAGUAGUCUGCACAUUGGUUA. The protein sequence of the target gene is MSCVHYKFSSKLNYDTVTFDGLHISLCDLKKQIMGREKLKAADSDLQITNAQTKEEYTDDNALIPKNSSVIVRRIPIGGVKSTSKTYVISRTEPVMGTTKAIDDASASISLAQLTKTANLAEANASEEDKIKAMMSQSGHEYDPINYMKKTLVGPPPPSYTCFRCGKPGHYIKNCPTNGDKNFESGPRIKKSTGIPRSFMMEVKDPNMKGAMLTNTGKYAIPTIDAEAYAIGKKEKPPFLPEEPSSSSEEDDPIPDELLCLICKDIMTDAVVIPCCGNSYCDECIRTALLESDEHTCPTC.... Result: 0 (no interaction).